This data is from Full USPTO retrosynthesis dataset with 1.9M reactions from patents (1976-2016). The task is: Predict the reactants needed to synthesize the given product. (1) Given the product [F:1][C:2]1[CH:3]=[C:4]([C:9]2[CH:14]=[CH:13][C:12]([C:15]3[CH:20]=[CH:19][C:18]([CH2:21][CH2:22][CH3:23])=[CH:17][CH:16]=3)=[CH:11][C:10]=2[F:24])[CH:5]=[C:6]([F:8])[C:7]=1[OH:37], predict the reactants needed to synthesize it. The reactants are: [F:1][C:2]1[CH:3]=[C:4]([C:9]2[CH:14]=[CH:13][C:12]([C:15]3[CH:20]=[CH:19][C:18]([CH2:21][CH2:22][CH3:23])=[CH:17][CH:16]=3)=[CH:11][C:10]=2[F:24])[CH:5]=[C:6]([F:8])[CH:7]=1.C([Li])CCC.CCCCCC.B(OC)(OC)[O:37]C.Cl. (2) Given the product [ClH:41].[NH2:7][CH:8]([CH3:9])[C:10]([NH:11][CH:12]([CH2:29][C:30]1[CH:35]=[C:34]([F:36])[C:33]([F:37])=[CH:32][C:31]=1[F:38])[CH2:13][C:14](=[O:28])[N:15]1[CH2:20][CH2:19][N:18]2[C:21]([C:24]([F:26])([F:25])[F:27])=[N:22][N:23]=[C:17]2[CH2:16]1)=[O:39], predict the reactants needed to synthesize it. The reactants are: C(OC(=O)[NH:7][CH:8]([C:10](=[O:39])[NH:11][CH:12]([CH2:29][C:30]1[CH:35]=[C:34]([F:36])[C:33]([F:37])=[CH:32][C:31]=1[F:38])[CH2:13][C:14](=[O:28])[N:15]1[CH2:20][CH2:19][N:18]2[C:21]([C:24]([F:27])([F:26])[F:25])=[N:22][N:23]=[C:17]2[CH2:16]1)[CH3:9])(C)(C)C.[ClH:41]. (3) Given the product [NH:1]1[C:10](=[O:14])[CH2:11][CH2:2][CH2:3][C:4]2[CH:5]=[CH:6][CH:7]=[CH:8][C:9]1=2.[N:1]1([CH:20]2[CH2:21][CH2:22][N:17]([C:15]([O:14][C:10]([CH3:13])([CH3:12])[CH3:11])=[O:16])[CH2:18][CH2:19]2)[CH2:25][CH2:24][CH2:2][CH2:3][C:4]2[CH:5]=[CH:6][CH:7]=[CH:8][C:9]1=2, predict the reactants needed to synthesize it. The reactants are: [NH:1]1[C:9]2[C:4](=[CH:5][CH:6]=[CH:7][CH:8]=2)[CH2:3][CH2:2]1.[C:10]([O:14][C:15]([N:17]1[CH2:22][CH2:21][C:20](=O)[CH2:19][CH2:18]1)=[O:16])([CH3:13])([CH3:12])[CH3:11].[C:24](O)(=O)[CH3:25].[BH-](OC(C)=O)(OC(C)=O)OC(C)=O.[Na+]. (4) Given the product [Cl:11][C:8]1[CH:9]=[CH:10][C:4]2[S:3][C:2]([C:14]3[CH:15]=[CH:16][CH:17]=[CH:18][C:13]=3[Cl:12])=[CH:6][C:5]=2[CH:7]=1, predict the reactants needed to synthesize it. The reactants are: Br[C:2]1[S:3][C:4]2[CH:10]=[CH:9][C:8]([Cl:11])=[CH:7][C:5]=2[CH:6]=1.[Cl:12][C:13]1[CH:18]=[CH:17][CH:16]=[CH:15][C:14]=1B(O)O.C(=O)([O-])[O-].[Na+].[Na+].O. (5) Given the product [Cl:11][C:9]1[N:10]=[C:5]2[CH:4]=[CH:3][CH:2]=[CH:7][N:6]2[C:8]=1[C:12]1[N:17]=[C:16]([CH3:18])[N:15]=[C:14]([NH2:19])[CH:13]=1, predict the reactants needed to synthesize it. The reactants are: Br[C:2]1[CH:3]=[CH:4][C:5]2[N:6]([C:8]([C:12]3[N:17]=[C:16]([CH3:18])[N:15]=[C:14]([NH2:19])[CH:13]=3)=[C:9]([Cl:11])[N:10]=2)[CH:7]=1.FC(F)(F)C(O)=O. (6) Given the product [CH2:33]([N:3]([CH2:1][CH3:2])[CH2:4][CH2:5][NH:6][C:7]([C:9]1[CH:14]=[CH:13][CH:12]=[CH:11][C:10]=1[S:15]([NH:18][C:19]1[CH:28]=[CH:27][C:26]2[C:21](=[CH:22][CH:23]=[CH:24][CH:25]=2)[C:20]=1[C:29]([OH:31])=[O:30])(=[O:17])=[O:16])=[O:8])[CH3:34], predict the reactants needed to synthesize it. The reactants are: [CH2:1]([N:3]([CH2:33][CH3:34])[CH2:4][CH2:5][NH:6][C:7]([C:9]1[CH:14]=[CH:13][CH:12]=[CH:11][C:10]=1[S:15]([NH:18][C:19]1[CH:28]=[CH:27][C:26]2[C:21](=[CH:22][CH:23]=[CH:24][CH:25]=2)[C:20]=1[C:29]([O:31]C)=[O:30])(=[O:17])=[O:16])=[O:8])[CH3:2].O.O.[OH-].[Li+].Cl.